Dataset: Catalyst prediction with 721,799 reactions and 888 catalyst types from USPTO. Task: Predict which catalyst facilitates the given reaction. (1) Reactant: [F:1][C:2]1[CH:7]=[C:6]([CH2:8][O:9][CH3:10])[CH:5]=[C:4]([F:11])[C:3]=1B1OC(C)(C)C(C)(C)O1.Br[C:22]1[N:27]=[C:26]([C:28]([O:30][CH3:31])=[O:29])[CH:25]=[CH:24][C:23]=1[F:32].CCN(C(C)C)C(C)C. Product: [F:11][C:4]1[CH:5]=[C:6]([CH2:8][O:9][CH3:10])[CH:7]=[C:2]([F:1])[C:3]=1[C:22]1[N:27]=[C:26]([C:28]([O:30][CH3:31])=[O:29])[CH:25]=[CH:24][C:23]=1[F:32]. The catalyst class is: 760. (2) Reactant: [Br:1][C:2]1[CH:3]=[N:4][CH:5]=[C:6]([Br:9])[C:7]=1[CH3:8].[Li+].CC([N-]C(C)C)C.[CH2:18]([O:20][C:21](=[O:24])[CH2:22]Br)[CH3:19].CC(O)=O. Product: [Br:1][C:2]1[CH:3]=[N:4][CH:5]=[C:6]([Br:9])[C:7]=1[CH2:8][CH2:22][C:21]([O:20][CH2:18][CH3:19])=[O:24]. The catalyst class is: 1.